From a dataset of Forward reaction prediction with 1.9M reactions from USPTO patents (1976-2016). Predict the product of the given reaction. (1) The product is: [C:3]([OH:27])(=[O:2])[C:4]1[CH:9]=[CH:8][CH:7]=[CH:6][CH:5]=1. Given the reactants C[O:2][C:3](=[O:27])[C:4]1[CH:9]=[CH:8][C:7](C(C2C(O)=CC3C(C)(C)CCC(C)(C)C=3C=2)=O)=[CH:6][CH:5]=1.[OH-].[K+].BrCCC, predict the reaction product. (2) Given the reactants [NH2:1][C:2]1[C:3]([C:7]2[N:8]([CH2:18][CH3:19])[C:9]3[C:14]([OH:15])=[CH:13][N:12]=[C:11]([Cl:16])[C:10]=3[N:17]=2)=[N:4][O:5][N:6]=1.C(=O)([O-])[O-].[Cs+].[Cs+].Br[CH2:27][CH:28]1[CH2:33][CH2:32][N:31]([C:34]([O:36][C:37]([CH3:40])([CH3:39])[CH3:38])=[O:35])[CH2:30][CH2:29]1, predict the reaction product. The product is: [NH2:1][C:2]1[C:3]([C:7]2[N:8]([CH2:18][CH3:19])[C:9]3[C:14]([O:15][CH2:27][CH:28]4[CH2:33][CH2:32][N:31]([C:34]([O:36][C:37]([CH3:38])([CH3:40])[CH3:39])=[O:35])[CH2:30][CH2:29]4)=[CH:13][N:12]=[C:11]([Cl:16])[C:10]=3[N:17]=2)=[N:4][O:5][N:6]=1. (3) Given the reactants [H-].[Na+].[F:3][C:4]1[CH:9]=[CH:8][CH:7]=[CH:6][C:5]=1[CH2:10][C:11]#[N:12].Cl[CH2:14][CH2:15][CH2:16]Cl, predict the reaction product. The product is: [F:3][C:4]1[CH:9]=[CH:8][CH:7]=[CH:6][C:5]=1[C:10]1([C:11]#[N:12])[CH2:16][CH2:15][CH2:14]1. (4) Given the reactants [CH:1]1[CH:2]=[CH:3][C:4]2N(O)N=[N:7][C:5]=2C=1.CC[N:13]=[C:14]=[N:15]CCCN(C)C.Cl.[CH:23]([C:26]1[CH:34]=[CH:33][C:29]([C:30]([OH:32])=O)=[CH:28][CH:27]=1)([CH3:25])[CH3:24].C(=O)([O-])O.[Na+].C[N:41](C=O)C, predict the reaction product. The product is: [CH3:25][CH:23]([C:26]1[CH:27]=[CH:28][C:29]([C:30]2[O:32][N:15]=[C:14]([C:4]3[C:5]([NH2:7])=[N:41][CH:1]=[CH:2][CH:3]=3)[N:13]=2)=[CH:33][CH:34]=1)[CH3:24]. (5) Given the reactants C[Si](C)(C)/N=C(/O[Si](C)(C)C)\C.[F:13][C:14]1[C:15](=[NH:22])[N:16]([CH3:21])[C:17](=[O:20])[NH:18][CH:19]=1.Cl[C:24]([O:26][C:27]1[CH:32]=[CH:31][C:30]([O:33][CH3:34])=[CH:29][CH:28]=1)=[O:25], predict the reaction product. The product is: [F:13][C:14]1[C:15](=[NH:22])[N:16]([CH3:21])[C:17](=[O:20])[N:18]([C:24]([O:26][C:27]2[CH:32]=[CH:31][C:30]([O:33][CH3:34])=[CH:29][CH:28]=2)=[O:25])[CH:19]=1. (6) Given the reactants Br[C:2]1[CH:3]=[C:4]2[C:9](=[CH:10][CH:11]=1)[NH:8][C:7](=[O:12])[CH2:6][C:5]2([CH3:14])[CH3:13].[C:15]([O:19][CH3:20])(=[O:18])[CH:16]=[CH2:17].C([O-])(=O)C.[K+], predict the reaction product. The product is: [CH3:13][C:5]1([CH3:14])[C:4]2[C:9](=[CH:10][CH:11]=[C:2](/[CH:17]=[CH:16]/[C:15]([O:19][CH3:20])=[O:18])[CH:3]=2)[NH:8][C:7](=[O:12])[CH2:6]1. (7) The product is: [Br:17][C:2]1[CH:3]=[C:4]([C:12]([O:14][CH2:20][CH3:21])=[O:13])[C:5]2[C:10]([CH3:11])=[N:9][NH:8][C:6]=2[N:7]=1. Given the reactants O[C:2]1[CH:3]=[C:4]([C:12]([O-:14])=[O:13])[C:5]2[C:10]([CH3:11])=[N:9][NH:8][C:6]=2[N:7]=1.P(Br)(Br)([Br:17])=O.[C:20](#N)[CH3:21], predict the reaction product. (8) Given the reactants C[N+]1([O-])CC[O:5][CH2:4]C1.[C:9]([O:13][C:14](=[O:21])[NH:15]C1(C=C)CC1)([CH3:12])([CH3:11])[CH3:10].[CH2:22]1[CH2:26][O:25][CH2:24][CH2:23]1.O, predict the reaction product. The product is: [C:9]([O:13][C:14](=[O:21])[NH:15][C:22]1([CH:26]([OH:25])[CH2:4][OH:5])[CH2:23][CH2:24]1)([CH3:12])([CH3:11])[CH3:10]. (9) Given the reactants [CH3:1][C:2]1[NH:3][CH:4]=[C:5]([C:7]#[C:8][C:9]2[CH:10]=[C:11]([CH3:15])[CH:12]=[CH:13][CH:14]=2)[N:6]=1.[Cl:16][C:17]1[CH:22]=[C:21](F)[CH:20]=[CH:19][N:18]=1, predict the reaction product. The product is: [Cl:16][C:17]1[CH:22]=[C:21]([N:3]2[CH:4]=[C:5]([C:7]#[C:8][C:9]3[CH:10]=[C:11]([CH3:15])[CH:12]=[CH:13][CH:14]=3)[N:6]=[C:2]2[CH3:1])[CH:20]=[CH:19][N:18]=1. (10) Given the reactants [NH2:1][C@@H:2]1[CH2:7][CH2:6][C@H:5]([N:8]2[C:12]3[N:13]=[CH:14][N:15]=[C:16]([NH2:17])[C:11]=3[C:10]([C:18]3[CH:27]=[C:26]4[C:21]([CH2:22][CH2:23][CH:24]([C:28]5[CH:33]=[CH:32][CH:31]=[CH:30][CH:29]=5)[O:25]4)=[CH:20][CH:19]=3)=[CH:9]2)[CH2:4][CH2:3]1.[C:34](O)(=[O:36])[CH3:35], predict the reaction product. The product is: [NH2:17][C:16]1[C:11]2[C:10]([C:18]3[CH:27]=[C:26]4[C:21]([CH2:22][CH2:23][CH:24]([C:28]5[CH:29]=[CH:30][CH:31]=[CH:32][CH:33]=5)[O:25]4)=[CH:20][CH:19]=3)=[CH:9][N:8]([C@@H:5]3[CH2:6][CH2:7][C@H:2]([NH:1][C:34](=[O:36])[CH3:35])[CH2:3][CH2:4]3)[C:12]=2[N:13]=[CH:14][N:15]=1.